This data is from Full USPTO retrosynthesis dataset with 1.9M reactions from patents (1976-2016). The task is: Predict the reactants needed to synthesize the given product. (1) Given the product [CH2:1]([C:3]1[CH:11]=[C:10]([CH3:12])[C:9]2[NH:8][CH:7]=[CH:6][C:5]=2[C:4]=1[C:23]([C:24]1[NH:28][C:27]2[CH:37]=[CH:38][C:39]([C:41]#[N:42])=[CH:40][C:26]=2[N:25]=1)=[O:43])[CH3:2], predict the reactants needed to synthesize it. The reactants are: [CH2:1]([C:3]1[C:4]([CH:23]([OH:43])[C:24]2[N:28](COCC[Si](C)(C)C)[C:27]3[CH:37]=[CH:38][C:39]([C:41]#[N:42])=[CH:40][C:26]=3[N:25]=2)=[C:5]2[C:9](=[C:10]([CH3:12])[CH:11]=1)[N:8](S(C1C=CC(C)=CC=1)(=O)=O)[CH:7]=[CH:6]2)[CH3:2].C(C1C(C(O)C2N(COCC[Si](C)(C)C)C3C=C(C#N)C=CC=3N=2)=C2C(=C(C)C=1)N(S(C1C=CC(C)=CC=1)(=O)=O)C=C2)C. (2) Given the product [Br:40][C:39]1[N:25]2[CH:26]=[C:27]([C:34]3[CH:38]=[N:37][NH:36][CH:35]=3)[CH:28]=[C:29]([C:30]([F:33])([F:32])[F:31])[C:24]2=[N:23][C:22]=1[C:20]([N:18]1[CH2:19][CH:16]([NH:15][S:2]([CH3:1])(=[O:4])=[O:3])[CH2:17]1)=[O:21], predict the reactants needed to synthesize it. The reactants are: [CH3:1][S:2](Cl)(=[O:4])=[O:3].C(N(CC)C(C)C)(C)C.[NH2:15][CH:16]1[CH2:19][N:18]([C:20]([C:22]2[N:23]=[C:24]3[C:29]([C:30]([F:33])([F:32])[F:31])=[CH:28][C:27]([C:34]4[CH:35]=[N:36][NH:37][CH:38]=4)=[CH:26][N:25]3[C:39]=2[Br:40])=[O:21])[CH2:17]1.O. (3) Given the product [CH3:22][C:20]1[CH:21]=[C:16]([C:14]2[CH:13]=[N:12][N:11]([CH:8]3[CH2:9][CH2:10][C:5](=[O:4])[CH2:6][CH2:7]3)[CH:15]=2)[CH:17]=[C:18]([NH:23][C:24]2[N:29]=[C:28]([C:30]([F:33])([F:32])[F:31])[CH:27]=[CH:26][N:25]=2)[CH:19]=1, predict the reactants needed to synthesize it. The reactants are: O1[C:5]2([CH2:10][CH2:9][CH:8]([N:11]3[CH:15]=[C:14]([C:16]4[CH:17]=[C:18]([NH:23][C:24]5[N:29]=[C:28]([C:30]([F:33])([F:32])[F:31])[CH:27]=[CH:26][N:25]=5)[CH:19]=[C:20]([CH3:22])[CH:21]=4)[CH:13]=[N:12]3)[CH2:7][CH2:6]2)[O:4]CC1.Cl. (4) Given the product [F:12][C:13]1[CH:14]=[C:15]([CH:16]=[C:17]([F:19])[CH:18]=1)[O:20][C:9]1[C:8]([F:11])=[CH:7][C:4]([CH:5]=[O:6])=[CH:3][C:2]=1[F:1], predict the reactants needed to synthesize it. The reactants are: [F:1][C:2]1[CH:3]=[C:4]([CH:7]=[C:8]([F:11])[C:9]=1F)[CH:5]=[O:6].[F:12][C:13]1[CH:14]=[C:15]([OH:20])[CH:16]=[C:17]([F:19])[CH:18]=1. (5) The reactants are: [CH2:1]([O:8][C:9]1[CH:10]=[C:11]([CH:13]=[CH:14][CH:15]=1)[NH2:12])[C:2]1[CH:7]=[CH:6][CH:5]=[CH:4][CH:3]=1.[N:16]([O-])=O.[Na+].[Sn](Cl)[Cl:21].[OH-].[Na+]. Given the product [ClH:21].[CH2:1]([O:8][C:9]1[CH:10]=[C:11]([NH:12][NH2:16])[CH:13]=[CH:14][CH:15]=1)[C:2]1[CH:3]=[CH:4][CH:5]=[CH:6][CH:7]=1, predict the reactants needed to synthesize it.